From a dataset of Catalyst prediction with 721,799 reactions and 888 catalyst types from USPTO. Predict which catalyst facilitates the given reaction. (1) Reactant: [NH2:1][C:2]1[C:3]([Cl:15])=[CH:4][C:5]([CH2:10][CH2:11][CH2:12][CH:13]=O)=[C:6]([CH:9]=1)[C:7]#[N:8].[NH:16]1[CH2:21][CH2:20][O:19][CH2:18][CH2:17]1.C([BH3-])#N.[Na+].C(O)(=O)C. Product: [NH2:1][C:2]1[C:3]([Cl:15])=[CH:4][C:5]([CH2:10][CH2:11][CH2:12][CH2:13][N:16]2[CH2:21][CH2:20][O:19][CH2:18][CH2:17]2)=[C:6]([CH:9]=1)[C:7]#[N:8]. The catalyst class is: 1. (2) Reactant: Br.[C:2]([C:5]1[CH:6]=[CH:7][C:8](/[C:13](/[C:32]2[CH:37]=[CH:36][C:35]([C:38]([CH3:41])([CH3:40])[CH3:39])=[CH:34][CH:33]=2)=[CH:14]/[C@@H:15]2[N:19](CC3C=CC(OC)=CC=3OC)[C:18](=[O:31])[CH2:17][CH2:16]2)=[N:9][C:10]=1[O:11]C)(=[O:4])[CH3:3].O. Product: [C:2]([C:5]1[C:10](=[O:11])[NH:9][C:8](/[C:13](/[C:32]2[CH:37]=[CH:36][C:35]([C:38]([CH3:41])([CH3:40])[CH3:39])=[CH:34][CH:33]=2)=[CH:14]/[C@H:15]2[CH2:16][CH2:17][C:18](=[O:31])[NH:19]2)=[CH:7][CH:6]=1)(=[O:4])[CH3:3]. The catalyst class is: 12. (3) Reactant: CC1C=CC(S(O[CH2:12][C@@H:13]([C:22]2[CH:23]=[N:24][C:25]([NH:28][C:29](=[O:31])[CH3:30])=[CH:26][CH:27]=2)[O:14][Si:15]([C:18]([CH3:21])([CH3:20])[CH3:19])([CH3:17])[CH3:16])(=O)=O)=CC=1.[Br:32][C:33]1[CH:38]=[CH:37][C:36]([CH2:39][CH2:40][NH2:41])=[CH:35][CH:34]=1.CS(C)=O.C(N(CC)C(C)C)(C)C. Product: [Br:32][C:33]1[CH:38]=[CH:37][C:36]([CH2:39][CH2:40][NH:41][CH2:12][C@@H:13]([C:22]2[CH:27]=[CH:26][C:25]([NH:28][C:29](=[O:31])[CH3:30])=[N:24][CH:23]=2)[O:14][Si:15]([C:18]([CH3:19])([CH3:20])[CH3:21])([CH3:16])[CH3:17])=[CH:35][CH:34]=1. The catalyst class is: 84. (4) Reactant: [H-].[Na+].[CH2:3]([O:6][C:7]1[CH:12]=[CH:11][C:10]([CH2:13]Cl)=[CH:9][CH:8]=1)[CH:4]=[CH2:5].[N:15]1([CH2:20][CH2:21][OH:22])[CH:19]=[CH:18][N:17]=[N:16]1.O. Product: [CH2:3]([O:6][C:7]1[CH:12]=[CH:11][C:10]([CH2:13][O:22][CH2:21][CH2:20][N:15]2[CH:19]=[CH:18][N:17]=[N:16]2)=[CH:9][CH:8]=1)[CH:4]=[CH2:5]. The catalyst class is: 3. (5) Reactant: [F:1][C:2]([F:24])([F:23])[C:3]1[CH:22]=[CH:21][C:6]([CH2:7][N:8]2[CH2:17][CH2:16][C:15]3[C:10](=[CH:11][CH:12]=[C:13]([C:18]([O-:20])=O)[CH:14]=3)[CH2:9]2)=[CH:5][CH:4]=1.[K+].C(Cl)CCl.Cl.Cl.[CH:32]1([N:36]2[CH2:41][CH2:40][NH:39][CH2:38][CH2:37]2)[CH2:35][CH2:34][CH2:33]1. Product: [CH:32]1([N:36]2[CH2:41][CH2:40][N:39]([C:18]([C:13]3[CH:14]=[C:15]4[C:10](=[CH:11][CH:12]=3)[CH2:9][N:8]([CH2:7][C:6]3[CH:21]=[CH:22][C:3]([C:2]([F:1])([F:23])[F:24])=[CH:4][CH:5]=3)[CH2:17][CH2:16]4)=[O:20])[CH2:38][CH2:37]2)[CH2:35][CH2:34][CH2:33]1. The catalyst class is: 3.